Predict the product of the given reaction. From a dataset of Forward reaction prediction with 1.9M reactions from USPTO patents (1976-2016). (1) The product is: [Br:1][C:2]1[C:14](=[O:15])[N:13]([CH2:16][C:17]2[C:22]([F:23])=[CH:21][CH:20]=[CH:19][C:18]=2[CH:24]2[CH2:26][CH2:25]2)[C:5]2[N:6]=[C:7]([NH:38][C:37]3[CH:36]=[CH:35][C:34]([N:31]4[CH2:30][CH2:29][N:28]([CH3:27])[CH2:33][CH2:32]4)=[CH:40][CH:39]=3)[N:8]=[CH:9][C:4]=2[CH:3]=1. Given the reactants [Br:1][C:2]1[C:14](=[O:15])[N:13]([CH2:16][C:17]2[C:22]([F:23])=[CH:21][CH:20]=[CH:19][C:18]=2[CH:24]2[CH2:26][CH2:25]2)[C:5]2[N:6]=[C:7](S(C)=O)[N:8]=[CH:9][C:4]=2[CH:3]=1.[CH3:27][N:28]1[CH2:33][CH2:32][N:31]([C:34]2[CH:40]=[CH:39][C:37]([NH2:38])=[CH:36][CH:35]=2)[CH2:30][CH2:29]1, predict the reaction product. (2) Given the reactants C(O)(C(F)(F)F)=O.[F:8][C:9]([F:49])([F:48])[C:10]1[N:14]2[N:15]=[C:16]([N:19]3[CH2:24][CH2:23][CH:22]([C:25]4[CH:47]=[CH:46][C:28]([O:29][CH2:30][CH2:31][CH2:32][N:33]5[CH2:38][CH2:37][N:36](C(OC(C)(C)C)=O)[CH2:35][CH2:34]5)=[CH:27][CH:26]=4)[CH2:21][CH2:20]3)[CH2:17][CH2:18][C:13]2=[N:12][N:11]=1, predict the reaction product. The product is: [N:33]1([CH2:32][CH2:31][CH2:30][O:29][C:28]2[CH:27]=[CH:26][C:25]([CH:22]3[CH2:21][CH2:20][N:19]([C:16]4[CH2:17][CH2:18][C:13]5[N:14]([C:10]([C:9]([F:49])([F:48])[F:8])=[N:11][N:12]=5)[N:15]=4)[CH2:24][CH2:23]3)=[CH:47][CH:46]=2)[CH2:34][CH2:35][NH:36][CH2:37][CH2:38]1. (3) Given the reactants CS(C1[N:5]=[N:6]C(C2C=CC=CC=2)=CN=1)=O.CS([C:19]1[N:20]=[N:21][C:22]([C:25]2[CH:30]=[CH:29][C:28]([O:31][CH2:32][C:33]3[CH:38]=[CH:37][CH:36]=[CH:35][CH:34]=3)=[CH:27][CH:26]=2)=[CH:23][N:24]=1)=O, predict the reaction product. The product is: [NH:5]([C:19]1[N:20]=[N:21][C:22]([C:25]2[CH:30]=[CH:29][C:28]([O:31][CH2:32][C:33]3[CH:38]=[CH:37][CH:36]=[CH:35][CH:34]=3)=[CH:27][CH:26]=2)=[CH:23][N:24]=1)[NH2:6].